This data is from Full USPTO retrosynthesis dataset with 1.9M reactions from patents (1976-2016). The task is: Predict the reactants needed to synthesize the given product. The reactants are: [Br:1][C:2]1[CH:7]=[CH:6][C:5]([CH:8]([CH3:18])[CH2:9][O:10][Si:11]([C:14]([CH3:17])([CH3:16])[CH3:15])([CH3:13])[CH3:12])=[CH:4][CH:3]=1.Br[C:20]1C=CC(C(C)(C)CO)=CC=1. Given the product [Br:1][C:2]1[CH:3]=[CH:4][C:5]([C:8]([CH3:20])([CH3:18])[CH2:9][O:10][Si:11]([C:14]([CH3:17])([CH3:16])[CH3:15])([CH3:13])[CH3:12])=[CH:6][CH:7]=1, predict the reactants needed to synthesize it.